Dataset: Catalyst prediction with 721,799 reactions and 888 catalyst types from USPTO. Task: Predict which catalyst facilitates the given reaction. (1) Reactant: [Na].[C:2]([O:8][CH3:9])(=[O:7])[CH2:3][C:4]([CH3:6])=[O:5].[C:10](OC)(=[O:14])/[CH:11]=[CH:12]/[CH3:13].COC1C=C(OC)C=C(/C=C/CC)C=1C(OC)=O. Product: [O:14]=[C:10]1[CH:3]([C:2]([O:8][CH3:9])=[O:7])[CH:4]([OH:5])[CH2:6][C:12]([CH3:13])=[CH:11]1. The catalyst class is: 5. (2) Reactant: [CH:1]([O:4][C:5]1([C:8]2[CH:13]=[CH:12][C:11]([C:14]#[C:15][C:16]3[CH:21]=[CH:20][C:19](CC(OC)=O)=[CH:18][CH:17]=3)=[CH:10][C:9]=2[CH2:27][CH3:28])[CH2:7][CH2:6]1)([CH3:3])[CH3:2].[OH-:29].[Na+].[CH2:31]([OH:33])C. Product: [CH:1]([O:4][C:5]1([C:8]2[CH:13]=[CH:12][C:11]([C:14]#[C:15][C:16]3[CH:17]=[CH:18][C:19]([C:31]([OH:33])=[O:29])=[CH:20][CH:21]=3)=[CH:10][C:9]=2[CH2:27][CH3:28])[CH2:7][CH2:6]1)([CH3:2])[CH3:3]. The catalyst class is: 7. (3) Reactant: [NH:1]1[C:9]2[C:4](=[CH:5][CH:6]=[C:7]([C:10]([O:12][CH3:13])=[O:11])[CH:8]=2)[CH:3]=[N:2]1.[H-].[Na+].I[CH2:17][CH2:18][CH2:19][CH3:20]. Product: [CH2:17]([N:1]1[C:9]2[C:4](=[CH:5][CH:6]=[C:7]([C:10]([O:12][CH3:13])=[O:11])[CH:8]=2)[CH:3]=[N:2]1)[CH2:18][CH2:19][CH3:20]. The catalyst class is: 3. (4) Reactant: [C:1](OC(=O)C)(=[O:3])[CH3:2].[NH2:8][C@@H:9]1[CH2:14][CH2:13][CH2:12][C@H:11]([C:15]([O:17][CH3:18])=[O:16])[CH2:10]1. The catalyst class is: 17. Product: [C:1]([NH:8][C@@H:9]1[CH2:14][CH2:13][CH2:12][C@H:11]([C:15]([O:17][CH3:18])=[O:16])[CH2:10]1)(=[O:3])[CH3:2]. (5) Reactant: [C:1]([C:3]1[CH:8]=[CH:7][C:6]([N:9]([CH2:15][C:16]2[O:20][C:19]([C:21](OCC)=[O:22])=[CH:18][CH:17]=2)[CH2:10][C:11]([F:14])([F:13])[F:12])=[CH:5][C:4]=1[C:26]([F:29])([F:28])[F:27])#[N:2].[Li+].[BH4-].O.Cl. Product: [OH:22][CH2:21][C:19]1[O:20][C:16]([CH2:15][N:9]([CH2:10][C:11]([F:14])([F:12])[F:13])[C:6]2[CH:7]=[CH:8][C:3]([C:1]#[N:2])=[C:4]([C:26]([F:27])([F:28])[F:29])[CH:5]=2)=[CH:17][CH:18]=1. The catalyst class is: 1.